From a dataset of Forward reaction prediction with 1.9M reactions from USPTO patents (1976-2016). Predict the product of the given reaction. (1) The product is: [F:1][C:2]1[CH:3]=[CH:4][C:5]([CH2:8][CH2:9][C:10]([N:29]2[CH2:30][CH2:31][CH2:32][CH2:33][N:28]2[C:34]2[C:43]3[C:38](=[CH:39][CH:40]=[CH:41][CH:42]=3)[C:37]([C:44]#[N:45])=[CH:36][CH:35]=2)=[O:12])=[CH:6][CH:7]=1. Given the reactants [F:1][C:2]1[CH:7]=[CH:6][C:5]([CH2:8][CH2:9][C:10]([OH:12])=O)=[CH:4][CH:3]=1.C(N(CC)CC)C.C(OC(Cl)=O)C(C)C.[N:28]1([C:34]2[C:43]3[C:38](=[CH:39][CH:40]=[CH:41][CH:42]=3)[C:37]([C:44]#[N:45])=[CH:36][CH:35]=2)[CH2:33][CH2:32][CH2:31][CH2:30][NH:29]1, predict the reaction product. (2) Given the reactants [CH3:1][O:2][C:3]1[CH:8]=[CH:7][C:6]([N:9]2[C:13]3[C:14](=[O:22])[N:15]([CH2:18][CH2:19][C:20]#[N:21])[CH2:16][CH2:17][C:12]=3[C:11]([C:23]([F:26])([F:25])[F:24])=[N:10]2)=[CH:5][CH:4]=1.C(O)(=O)C, predict the reaction product. The product is: [NH2:21][CH2:20][CH2:19][CH2:18][N:15]1[CH2:16][CH2:17][C:12]2[C:11]([C:23]([F:26])([F:25])[F:24])=[N:10][N:9]([C:6]3[CH:7]=[CH:8][C:3]([O:2][CH3:1])=[CH:4][CH:5]=3)[C:13]=2[C:14]1=[O:22].